Task: Binary Classification. Given a T-cell receptor sequence (or CDR3 region) and an epitope sequence, predict whether binding occurs between them.. Dataset: TCR-epitope binding with 47,182 pairs between 192 epitopes and 23,139 TCRs The epitope is RPHERNGFTVL. The TCR CDR3 sequence is CSARGLAGGYEQFF. Result: 0 (the TCR does not bind to the epitope).